This data is from Reaction yield outcomes from USPTO patents with 853,638 reactions. The task is: Predict the reaction yield, written as a fraction of the theoretical maximum amount of product (1.0 means a 100% yield; for example, 0.34 means a 34% yield). The reactants are Br[CH2:2][C:3]1[CH:8]=[C:7]([Cl:9])[CH:6]=[C:5]([Cl:10])[C:4]=1[OH:11].N[C:13]1[CH:18]=[CH:17][CH:16]=[CH:15][C:14]=1[SH:19].C([N:22](CC)CC)C. The catalyst is C1COCC1. The product is [NH2:22][S:19][C:14]1[CH:15]=[CH:16][CH:17]=[CH:18][C:13]=1[CH2:2][C:3]1[CH:8]=[C:7]([Cl:9])[CH:6]=[C:5]([Cl:10])[C:4]=1[OH:11]. The yield is 1.00.